Dataset: Reaction yield outcomes from USPTO patents with 853,638 reactions. Task: Predict the reaction yield, written as a fraction of the theoretical maximum amount of product (1.0 means a 100% yield; for example, 0.34 means a 34% yield). (1) The reactants are BrCCBr.C=C.Cl[Si](C)(C)C.Br[C:13]1[S:14][CH:15]=[CH:16][N:17]=1.Br[C:19]1[CH:20]=[C:21]2[C:25](=[CH:26][CH:27]=1)[CH:24]([O:28][Si:29]([C:32]([CH3:35])([CH3:34])[CH3:33])([CH3:31])[CH3:30])[CH2:23][CH2:22]2. The catalyst is O1CCCC1.[Zn].C1C=CC([P]([Pd]([P](C2C=CC=CC=2)(C2C=CC=CC=2)C2C=CC=CC=2)([P](C2C=CC=CC=2)(C2C=CC=CC=2)C2C=CC=CC=2)[P](C2C=CC=CC=2)(C2C=CC=CC=2)C2C=CC=CC=2)(C2C=CC=CC=2)C2C=CC=CC=2)=CC=1. The product is [Si:29]([O:28][CH:24]1[C:25]2[C:21](=[CH:20][C:19]([C:13]3[S:14][CH:15]=[CH:16][N:17]=3)=[CH:27][CH:26]=2)[CH2:22][CH2:23]1)([C:32]([CH3:35])([CH3:34])[CH3:33])([CH3:31])[CH3:30]. The yield is 0.790. (2) The reactants are Cl[C:2]1[N:7]=[C:6]([NH:8][C:9]2[CH:10]=[C:11]3[C:15](=[CH:16][CH:17]=2)[NH:14][CH:13]=[CH:12]3)[CH:5]=[N:4][CH:3]=1.[F:18][C:19]1[CH:24]=[C:23](B(O)O)[CH:22]=[CH:21][N:20]=1.C(=O)([O-])[O-].[Na+].[Na+]. The catalyst is COCCOC.O.C1C=CC([P]([Pd]([P](C2C=CC=CC=2)(C2C=CC=CC=2)C2C=CC=CC=2)([P](C2C=CC=CC=2)(C2C=CC=CC=2)C2C=CC=CC=2)[P](C2C=CC=CC=2)(C2C=CC=CC=2)C2C=CC=CC=2)(C2C=CC=CC=2)C2C=CC=CC=2)=CC=1. The product is [F:18][C:19]1[CH:24]=[C:23]([C:2]2[N:7]=[C:6]([NH:8][C:9]3[CH:10]=[C:11]4[C:15](=[CH:16][CH:17]=3)[NH:14][CH:13]=[CH:12]4)[CH:5]=[N:4][CH:3]=2)[CH:22]=[CH:21][N:20]=1. The yield is 0.240. (3) The reactants are [CH2:1]1[C:12]2[C:11]3[CH:10]=[CH:9][CH:8]=[CH:7][C:6]=3[NH:5][C:4]=2[CH2:3][CH2:2]1.Cl. The catalyst is [Pd]. The product is [CH2:1]1[CH:12]2[CH:4]([NH:5][C:6]3[CH:7]=[CH:8][CH:9]=[CH:10][C:11]=32)[CH2:3][CH2:2]1. The yield is 0.690. (4) The reactants are [C:1]([C:5]1[CH:9]=[C:8]([NH2:10])[N:7]([C:11]2[CH:16]=[CH:15][C:14]([C:17]([CH3:20])([CH3:19])[CH3:18])=[CH:13][CH:12]=2)[N:6]=1)([CH3:4])([CH3:3])[CH3:2].Cl[C:22]([O:24][C:25]1[CH:30]=[CH:29][CH:28]=[CH:27][CH:26]=1)=[O:23]. No catalyst specified. The product is [C:1]([C:5]1[CH:9]=[C:8]([NH:10][C:22](=[O:23])[O:24][C:25]2[CH:30]=[CH:29][CH:28]=[CH:27][CH:26]=2)[N:7]([C:11]2[CH:12]=[CH:13][C:14]([C:17]([CH3:20])([CH3:19])[CH3:18])=[CH:15][CH:16]=2)[N:6]=1)([CH3:4])([CH3:3])[CH3:2]. The yield is 0.660. (5) The reactants are [CH3:1][C:2]([C:5]1[CH:6]=[CH:7][C:8]([C:11]([CH2:13][C:14]([C:16]2[CH:17]=[CH:18][C:19]([O:22][CH3:23])=[CH:20][CH:21]=2)=[O:15])=[O:12])=[CH:9][CH:10]=1)([CH3:4])[CH3:3].CCCC[N+](CCCC)(CCCC)CCCC.[F-].Br[CH2:43][CH2:44][CH2:45][CH2:46][CH2:47][C:48]([CH:50]1[C:55]([CH3:57])([CH3:56])[CH:54]=[CH:53][N:52]([CH2:58][CH:59]([CH3:61])[CH3:60])[CH2:51]1)=[O:49]. The catalyst is C1COCC1.O. The product is [C:2]([C:5]1[CH:10]=[CH:9][C:8]([C:11]([CH:13]([CH2:43][CH2:44][CH2:45][CH2:46][CH2:47][C:48]([CH:50]2[C:55]([CH3:57])([CH3:56])[CH:54]=[CH:53][N:52]([CH2:58][CH:59]([CH3:60])[CH3:61])[CH2:51]2)=[O:49])[C:14]([C:16]2[CH:21]=[CH:20][C:19]([O:22][CH3:23])=[CH:18][CH:17]=2)=[O:15])=[O:12])=[CH:7][CH:6]=1)([CH3:1])([CH3:3])[CH3:4]. The yield is 0.370. (6) The reactants are [OH:1][C@@H:2]1[CH2:7][CH2:6][CH2:5][CH2:4][C@H:3]1[NH:8][C:9]1[S:10][C:11]2[CH:17]=[C:16]([CH2:18][N:19]3[C:23]4=[N:24][CH:25]=[C:26]([C:28]([OH:30])=O)[CH:27]=[C:22]4[N:21]=[CH:20]3)[CH:15]=[CH:14][C:12]=2[N:13]=1.C1COCC1.[CH3:36][NH:37][CH3:38].F[P-](F)(F)(F)(F)F.N1(O[P+](N(C)C)(N(C)C)N(C)C)C2C=CC=CC=2N=N1. The catalyst is CN(C=O)C. The product is [OH:1][C@@H:2]1[CH2:7][CH2:6][CH2:5][CH2:4][C@H:3]1[NH:8][C:9]1[S:10][C:11]2[CH:17]=[C:16]([CH2:18][N:19]3[C:23]4=[N:24][CH:25]=[C:26]([C:28]([N:37]([CH3:38])[CH3:36])=[O:30])[CH:27]=[C:22]4[N:21]=[CH:20]3)[CH:15]=[CH:14][C:12]=2[N:13]=1. The yield is 0.480.